This data is from Full USPTO retrosynthesis dataset with 1.9M reactions from patents (1976-2016). The task is: Predict the reactants needed to synthesize the given product. (1) Given the product [Br:22][CH2:23][C:24]([NH:1][C@H:2]1[CH2:3][CH2:4][C@@H:5]([NH:8][C:9]2[N:18]=[C:17]([N:19]([CH3:21])[CH3:20])[C:16]3[C:11](=[CH:12][CH:13]=[CH:14][CH:15]=3)[N:10]=2)[CH2:6][CH2:7]1)=[O:25], predict the reactants needed to synthesize it. The reactants are: [NH2:1][C@@H:2]1[CH2:7][CH2:6][C@H:5]([NH:8][C:9]2[N:18]=[C:17]([N:19]([CH3:21])[CH3:20])[C:16]3[C:11](=[CH:12][CH:13]=[CH:14][CH:15]=3)[N:10]=2)[CH2:4][CH2:3]1.[Br:22][CH2:23][C:24](Br)=[O:25]. (2) Given the product [NH2:62][CH2:63][C:64]([O:1][C@H:2]1[C:10]2[C:5](=[CH:6][CH:7]=[CH:8][CH:9]=2)[CH2:4][C@:3]1([CH2:20][C:21]1[CH:29]=[CH:28][C:24]([C:25]([OH:27])=[O:26])=[CH:23][CH:22]=1)[C:11]1[CH2:12][C:13]2[C:18]([CH:19]=1)=[CH:17][CH:16]=[CH:15][CH:14]=2)=[O:65], predict the reactants needed to synthesize it. The reactants are: [OH:1][C@H:2]1[C:10]2[C:5](=[CH:6][CH:7]=[CH:8][CH:9]=2)[CH2:4][C@:3]1([CH2:20][C:21]1[CH:29]=[CH:28][C:24]([C:25]([OH:27])=[O:26])=[CH:23][CH:22]=1)[C:11]1[CH2:12][C:13]2[C:18]([CH:19]=1)=[CH:17][CH:16]=[CH:15][CH:14]=2.C1CCC(N=C=NC2CCCCC2)CC1.C1C2C(COC([NH:62][CH2:63][C:64](O)=[O:65])=O)C3C(=CC=CC=3)C=2C=CC=1. (3) Given the product [CH2:1]([N:3]1[C:8]2[N:9]=[C:10]([S:13]([CH3:14])=[O:34])[N:11]=[CH:12][C:7]=2[CH:6]=[C:5]([C:15]2[CH:20]=[CH:19][CH:18]=[C:17]([S:21]([CH3:24])(=[O:22])=[O:23])[CH:16]=2)[C:4]1=[O:25])[CH3:2], predict the reactants needed to synthesize it. The reactants are: [CH2:1]([N:3]1[C:8]2[N:9]=[C:10]([S:13][CH3:14])[N:11]=[CH:12][C:7]=2[CH:6]=[C:5]([C:15]2[CH:20]=[CH:19][CH:18]=[C:17]([S:21]([CH3:24])(=[O:23])=[O:22])[CH:16]=2)[C:4]1=[O:25])[CH3:2].C1C=C(Cl)C=C(C(OO)=[O:34])C=1.